Predict the reactants needed to synthesize the given product. From a dataset of Full USPTO retrosynthesis dataset with 1.9M reactions from patents (1976-2016). (1) Given the product [CH3:4][NH:5][C@@H:6]1[C:11]2[CH:12]=[CH:13][CH:14]=[CH:15][C:10]=2[C@H:9]([C:16]2[CH:17]=[CH:18][C:19]([Cl:23])=[C:20]([Cl:22])[CH:21]=2)[CH2:8][CH2:7]1.[ClH:1], predict the reactants needed to synthesize it. The reactants are: [Cl-:1].[NH4+].O.[CH3:4][NH:5][C@@H:6]1[C:11]2[CH:12]=[CH:13][CH:14]=[CH:15][C:10]=2[C@H:9]([C:16]2[CH:17]=[CH:18][C:19]([Cl:23])=[C:20]([Cl:22])[CH:21]=2)[CH2:8][CH2:7]1.N. (2) Given the product [NH2:42][C:39]1[N:40]=[CH:41][C:36]([C:2]2[CH:11]=[CH:10][C:9]3[N:8]=[CH:7][C:6]4[C:12](=[O:27])[NH:13][C:14](=[O:26])[N:15]([C:16]5[CH:21]=[CH:20][CH:19]=[C:18]([C:22]([F:25])([F:24])[F:23])[CH:17]=5)[C:5]=4[C:4]=3[N:3]=2)=[CH:37][CH:38]=1, predict the reactants needed to synthesize it. The reactants are: Cl[C:2]1[CH:11]=[CH:10][C:9]2[N:8]=[CH:7][C:6]3[C:12](=[O:27])[NH:13][C:14](=[O:26])[N:15]([C:16]4[CH:21]=[CH:20][CH:19]=[C:18]([C:22]([F:25])([F:24])[F:23])[CH:17]=4)[C:5]=3[C:4]=2[N:3]=1.CC1(C)C(C)(C)OB([C:36]2[CH:37]=[CH:38][C:39]([NH2:42])=[N:40][CH:41]=2)O1.C(=O)([O-])[O-].[K+].[K+].O1CCOCC1. (3) Given the product [CH3:13][C:5]1[CH:6]=[C:7]([N+:10]([O-:12])=[O:11])[CH:8]=[CH:9][C:4]=1[NH:1][C:2](=[O:3])[O:18][CH2:17][CH2:16][CH2:15][Cl:14], predict the reactants needed to synthesize it. The reactants are: [N:1]([C:4]1[CH:9]=[CH:8][C:7]([N+:10]([O-:12])=[O:11])=[CH:6][C:5]=1[CH3:13])=[C:2]=[O:3].[Cl:14][CH2:15][CH2:16][CH2:17][OH:18]. (4) Given the product [C:6]([CH:4]([CH:2]([C:1]([OH:10])=[O:9])[OH:3])[OH:5])([OH:8])=[O:7].[Cl:11][C:12]1[CH:30]=[C:29]([Cl:31])[CH:28]=[CH:27][C:13]=1[CH2:14][N:15]([CH2:22][C:23]1([F:26])[CH2:24][CH2:25]1)[CH:16]1[CH2:17][CH2:18][NH:19][CH2:20][CH2:21]1, predict the reactants needed to synthesize it. The reactants are: [C:1]([OH:10])(=[O:9])[C@@H:2]([C@H:4]([C:6]([OH:8])=[O:7])[OH:5])[OH:3].[Cl:11][C:12]1[CH:30]=[C:29]([Cl:31])[CH:28]=[CH:27][C:13]=1[CH2:14][N:15]([CH2:22][C:23]1([F:26])[CH2:25][CH2:24]1)[CH:16]1[CH2:21][CH2:20][NH:19][CH2:18][CH2:17]1. (5) Given the product [CH3:1][N:2]1[CH2:9][CH:8]2[CH:10]([CH2:11][C:12]([O:14][CH3:15])=[O:13])[CH:4]([CH2:5][CH2:6][CH2:7]2)[CH2:3]1, predict the reactants needed to synthesize it. The reactants are: [CH3:1][N:2]1[CH2:9][CH:8]2[C:10](=[CH:11][C:12]([O:14][CH2:15]C)=[O:13])[CH:4]([CH2:5][CH2:6][CH2:7]2)[CH2:3]1.[Mg].[Cl-].[NH4+]. (6) Given the product [NH2:8][C:5]1[C:4](/[CH:12]=[CH:11]/[C:10]([O:14][C:15]([CH3:18])([CH3:17])[CH3:16])=[O:13])=[CH:3][C:2]([Br:1])=[CH:7][N:6]=1, predict the reactants needed to synthesize it. The reactants are: [Br:1][C:2]1[CH:3]=[C:4](I)[C:5]([NH2:8])=[N:6][CH:7]=1.[C:10]([O:14][C:15]([CH3:18])([CH3:17])[CH3:16])(=[O:13])[CH:11]=[CH2:12].C(N(C(C)C)C(C)C)C.C(#N)CC.CC1C=CC=CC=1P(C1C=CC=CC=1C)C1C=CC=CC=1C. (7) Given the product [C:1]([O:5][C:6](=[O:19])[NH:7][CH2:8][CH2:9][C@H:10]([N:12]1[CH2:17][CH2:16][CH:15]([NH:25][CH2:24][C:23]2[CH:26]=[CH:27][CH:28]=[C:21]([Cl:20])[CH:22]=2)[CH2:14][CH2:13]1)[CH3:11])([CH3:4])([CH3:3])[CH3:2], predict the reactants needed to synthesize it. The reactants are: [C:1]([O:5][C:6](=[O:19])[NH:7][CH2:8][CH2:9][C@H:10]([N:12]1[CH2:17][CH2:16][C:15](=O)[CH2:14][CH2:13]1)[CH3:11])([CH3:4])([CH3:3])[CH3:2].[Cl:20][C:21]1[CH:22]=[C:23]([CH:26]=[CH:27][CH:28]=1)[CH2:24][NH2:25].[BH-](OC(C)=O)(OC(C)=O)OC(C)=O.[Na+]. (8) Given the product [O:1]=[C:2]1[C:10]2[C:5](=[CH:6][C:7]([O:23][CH2:24][CH2:25][CH2:26][CH2:27][CH3:28])=[C:8]([O:11][CH2:12][C:13]3[CH:14]=[C:15]([CH:20]=[CH:21][CH:22]=3)[C:16]([OH:18])=[O:17])[CH:9]=2)[CH2:4][CH2:3]1, predict the reactants needed to synthesize it. The reactants are: [O:1]=[C:2]1[C:10]2[C:5](=[CH:6][C:7]([O:23][CH2:24][CH2:25][CH2:26][CH2:27][CH3:28])=[C:8]([O:11][CH2:12][C:13]3[CH:14]=[C:15]([CH:20]=[CH:21][CH:22]=3)[C:16]([O:18]C)=[O:17])[CH:9]=2)[CH2:4][CH2:3]1.CO.[OH-].[Na+].O.